This data is from Catalyst prediction with 721,799 reactions and 888 catalyst types from USPTO. The task is: Predict which catalyst facilitates the given reaction. (1) Reactant: [Cl:1][C:2]1[CH:7]=[C:6]([O:8][CH2:9][CH:10]=[C:11]([Cl:13])[Cl:12])[CH:5]=[C:4]([Cl:14])[C:3]=1[OH:15].[Br:16][CH2:17][CH2:18][CH2:19]Br.C(=O)([O-])[O-].[K+].[K+]. Product: [Br:16][CH2:17][CH2:18][CH2:19][O:15][C:3]1[C:2]([Cl:1])=[CH:7][C:6]([O:8][CH2:9][CH:10]=[C:11]([Cl:13])[Cl:12])=[CH:5][C:4]=1[Cl:14]. The catalyst class is: 9. (2) Reactant: Cl[C:2]1[N:7]=[C:6]2[N:8]=[C:9]([NH:12][C:13]([NH:15][CH2:16][CH3:17])=[O:14])[CH:10]=[CH:11][C:5]2=[N:4][CH:3]=1.[CH:18]1([C:24]2[CH:30]=[CH:29][C:27]([NH2:28])=[CH:26][CH:25]=2)[CH2:23][CH2:22][CH2:21][CH2:20][CH2:19]1.CC(C)([O-])C.[Na+].C1(P(C2CCCCC2)C2C=CC=CC=2C2C=CC=CC=2)CCCCC1. Product: [CH:18]1([C:24]2[CH:25]=[CH:26][C:27]([NH:28][C:2]3[N:7]=[C:6]4[N:8]=[C:9]([NH:12][C:13]([NH:15][CH2:16][CH3:17])=[O:14])[CH:10]=[CH:11][C:5]4=[N:4][CH:3]=3)=[CH:29][CH:30]=2)[CH2:19][CH2:20][CH2:21][CH2:22][CH2:23]1. The catalyst class is: 101. (3) Reactant: [C:1]([C:4]1[CH:9]=[CH:8][CH:7]=[C:6]([C:10](=O)[CH3:11])[N:5]=1)(=O)[CH3:2].[Cl:13][C:14]1[CH:20]=[C:19]([CH3:21])[CH:18]=[C:17]([CH3:22])[C:15]=1[NH2:16]. The catalyst class is: 1. Product: [Cl:13][C:14]1[CH:20]=[C:19]([CH3:21])[CH:18]=[C:17]([CH3:22])[C:15]=1[N:16]=[C:1]([C:4]1[CH:9]=[CH:8][CH:7]=[C:6]([C:10](=[N:16][C:15]2[C:17]([CH3:22])=[CH:18][C:19]([CH3:21])=[CH:20][C:14]=2[Cl:13])[CH3:11])[N:5]=1)[CH3:2]. (4) Reactant: [C:1]([O:5][C:6]([NH:8][CH2:9][C:10]1[CH:32]=[CH:31][C:13]([C:14]([NH:16][CH2:17][C:18]2[CH:30]=[CH:29][C:21]([O:22][CH2:23][CH2:24][C:25]([O:27]C)=[O:26])=[CH:20][CH:19]=2)=[O:15])=[CH:12][CH:11]=1)=[O:7])([CH3:4])([CH3:3])[CH3:2].O.[OH-].[Li+]. Product: [C:1]([O:5][C:6]([NH:8][CH2:9][C:10]1[CH:32]=[CH:31][C:13]([C:14]([NH:16][CH2:17][C:18]2[CH:19]=[CH:20][C:21]([O:22][CH2:23][CH2:24][C:25]([OH:27])=[O:26])=[CH:29][CH:30]=2)=[O:15])=[CH:12][CH:11]=1)=[O:7])([CH3:4])([CH3:2])[CH3:3]. The catalyst class is: 5. (5) Reactant: Cl[C:2]1[N:7]=[C:6]([CH3:8])[CH:5]=[CH:4][N:3]=1.[F-].[K+].[C:11]([N:14]1[C:23]2[C:18](=[CH:19][C:20]([C:25]([O:27][CH3:28])=[O:26])=[C:21]([F:24])[CH:22]=2)[C@H:17]([NH2:29])[C@@H:16]([CH3:30])[C@@H:15]1[CH:31]1[CH2:33][CH2:32]1)(=[O:13])[CH3:12].C1OCCOCCOCCOCCOCCOC1.CCN(C(C)C)C(C)C. Product: [C:11]([N:14]1[C:23]2[C:18](=[CH:19][C:20]([C:25]([O:27][CH3:28])=[O:26])=[C:21]([F:24])[CH:22]=2)[C@H:17]([NH:29][C:2]2[N:7]=[C:6]([CH3:8])[CH:5]=[CH:4][N:3]=2)[C@@H:16]([CH3:30])[C@@H:15]1[CH:31]1[CH2:32][CH2:33]1)(=[O:13])[CH3:12]. The catalyst class is: 16. (6) Reactant: [CH:1]([O:3][CH2:4][CH3:5])=[CH2:2].[F:6][C:7]([F:18])([F:17])[C:8](O[C:8](=[O:9])[C:7]([F:18])([F:17])[F:6])=[O:9].O. Product: [F:6][C:7]([F:18])([F:17])[C:8](=[O:9])[CH:2]=[CH:1][O:3][CH2:4][CH3:5]. The catalyst class is: 202.